Dataset: Forward reaction prediction with 1.9M reactions from USPTO patents (1976-2016). Task: Predict the product of the given reaction. (1) Given the reactants [F:1][C:2]1[CH:7]=[CH:6][C:5]([F:8])=[CH:4][C:3]=1[CH:9]([S:20][C:21]1[CH:22]=[N:23][C:24]([C:27]([F:30])([F:29])[F:28])=[CH:25][CH:26]=1)[C:10]1[C:11]([CH3:19])=[CH:12][C:13]([C:16]([OH:18])=O)=[N:14][CH:15]=1.Cl.[CH3:32][NH:33][CH3:34].ON1C2C=CC=CC=2N=N1.Cl.C(N=C=NCCCN(C)C)C, predict the reaction product. The product is: [F:1][C:2]1[CH:7]=[CH:6][C:5]([F:8])=[CH:4][C:3]=1[CH:9]([S:20][C:21]1[CH:22]=[N:23][C:24]([C:27]([F:28])([F:29])[F:30])=[CH:25][CH:26]=1)[C:10]1[C:11]([CH3:19])=[CH:12][C:13]([C:16]([N:33]([CH3:34])[CH3:32])=[O:18])=[N:14][CH:15]=1. (2) Given the reactants [Cl:1]N1C(=O)CCC1=O.[CH3:9][O:10][C:11]1[CH:16]=[CH:15][C:14]([CH2:17][CH2:18][CH:19]=[O:20])=[CH:13][CH:12]=1.ClCCl, predict the reaction product. The product is: [Cl:1][CH:18]([CH2:17][C:14]1[CH:15]=[CH:16][C:11]([O:10][CH3:9])=[CH:12][CH:13]=1)[CH:19]=[O:20]. (3) Given the reactants [OH-].[Li+].CO.O.[F:6][C:7]1[CH:12]=[CH:11][C:10]([CH2:13][O:14][C:15]2[CH:31]=[CH:30][C:29]([CH:32]=[O:33])=[CH:28][C:16]=2[C:17]([O:19]CC2C=CC(F)=CC=2)=[O:18])=[CH:9][CH:8]=1, predict the reaction product. The product is: [F:6][C:7]1[CH:8]=[CH:9][C:10]([CH2:13][O:14][C:15]2[CH:31]=[CH:30][C:29]([CH:32]=[O:33])=[CH:28][C:16]=2[C:17]([OH:19])=[O:18])=[CH:11][CH:12]=1. (4) Given the reactants [Cl:1][CH2:2][C:3]([OH:5])=O.C(Cl)CCl.[NH2:10][C:11]1[CH:12]=[C:13]2[C:18](=[CH:19][CH:20]=1)[CH:17]=[N:16][CH:15]=[CH:14]2, predict the reaction product. The product is: [Cl:1][CH2:2][C:3]([NH:10][C:11]1[CH:12]=[C:13]2[C:18](=[CH:19][CH:20]=1)[CH:17]=[N:16][CH:15]=[CH:14]2)=[O:5]. (5) Given the reactants Cl[CH2:2][C:3]1[O:4][C:5]([C:8]2[CH:13]=[CH:12][C:11]([I:14])=[CH:10][CH:9]=2)=[N:6][N:7]=1.[I-].[K+].[NH:17]1[CH2:22][CH2:21][CH2:20][CH2:19][CH2:18]1, predict the reaction product. The product is: [I:14][C:11]1[CH:12]=[CH:13][C:8]([C:5]2[O:4][C:3]([CH2:2][N:17]3[CH2:22][CH2:21][CH2:20][CH2:19][CH2:18]3)=[N:7][N:6]=2)=[CH:9][CH:10]=1. (6) Given the reactants [NH2:1][C:2]1[CH:3]=[C:4]([CH:8]=[CH:9][C:10]=1[CH3:11])[C:5]([OH:7])=O.[C:12]([C:14]1[CH:19]=[CH:18][C:17]([CH:20]2[CH2:25][CH2:24][NH:23][CH2:22][CH2:21]2)=[CH:16][CH:15]=1)#[N:13].Cl.CN(C)CCCN=C=NCC.C(OCC)(=O)C, predict the reaction product. The product is: [NH2:1][C:2]1[CH:3]=[C:4]([CH:8]=[CH:9][C:10]=1[CH3:11])[C:5]([N:23]1[CH2:24][CH2:25][CH:20]([C:17]2[CH:18]=[CH:19][C:14]([C:12]#[N:13])=[CH:15][CH:16]=2)[CH2:21][CH2:22]1)=[O:7]. (7) Given the reactants BrC1C=CC(OC)=CC=1SC1NC2C=CN=C(N)C=2N=1.C(OCCCBr)(=O)C.C([O-])([O-])=O.[Cs+].[Cs+].[C:35]([O:38][CH2:39][CH2:40][CH2:41][N:42]1[C:50]2[CH:49]=[CH:48][N:47]=[C:46]([NH2:51])[C:45]=2[N:44]=[C:43]1[S:52][C:53]1[C:61]([Br:62])=[CH:60][C:56]2O[CH2:58][O:59][C:55]=2[CH:54]=1)(=[O:37])[CH3:36], predict the reaction product. The product is: [C:35]([O:38][CH2:39][CH2:40][CH2:41][N:42]1[C:50]2[CH:49]=[CH:48][N:47]=[C:46]([NH2:51])[C:45]=2[N:44]=[C:43]1[S:52][C:53]1[CH:54]=[C:55]([O:59][CH3:58])[CH:56]=[CH:60][C:61]=1[Br:62])(=[O:37])[CH3:36].